Predict the reaction yield, written as a fraction of the theoretical maximum amount of product (1.0 means a 100% yield; for example, 0.34 means a 34% yield). From a dataset of Reaction yield outcomes from USPTO patents with 853,638 reactions. (1) The reactants are Br[C:2]1[CH:10]=[CH:9][C:5]([C:6]([OH:8])=[O:7])=[CH:4][C:3]=1[O:11][CH3:12].[C:13]([O-:16])(O)=O.[Na+].[CH3:18]S(C)=O. The catalyst is C(Cl)Cl. The product is [CH3:18][O:8][C:6](=[O:7])[C:5]1[CH:9]=[CH:10][C:2]([CH:13]=[O:16])=[C:3]([O:11][CH3:12])[CH:4]=1. The yield is 0.790. (2) The reactants are [O:1]1[CH2:6][CH:5]=[C:4]([C:7]2[CH:8]=[C:9]([CH:30]=[CH:31][N:32]=2)[C:10]([NH:12][C:13]2[S:14][C:15]3[C:21]([CH:22]4[CH2:27][O:26][CH2:25][CH2:24][O:23]4)=[CH:20][CH:19]=[C:18]([O:28][CH3:29])[C:16]=3[N:17]=2)=[O:11])[CH2:3][CH2:2]1. The catalyst is CO.ClCCl.[Pd]. The product is [O:23]1[CH2:24][CH2:25][O:26][CH2:27][CH:22]1[C:21]1[C:15]2[S:14][C:13]([NH:12][C:10](=[O:11])[C:9]3[CH:30]=[CH:31][N:32]=[C:7]([CH:4]4[CH2:3][CH2:2][O:1][CH2:6][CH2:5]4)[CH:8]=3)=[N:17][C:16]=2[C:18]([O:28][CH3:29])=[CH:19][CH:20]=1. The yield is 0.460. (3) The reactants are N#N.[CH3:3][N:4]([CH3:8])[CH2:5][CH2:6][OH:7].[H-].[Na+].[CH3:11][C:12]1[NH:13][C:14]([CH3:32])=[CH:15][C:16]=1[C:17]1[CH:22]=[CH:21][CH:20]=[C:19]([C:23]2[CH:28]=[CH:27][C:26](F)=[C:25]([CH3:30])[C:24]=2[CH3:31])[N:18]=1. The catalyst is O.CN(C)C=O. The product is [CH3:11][C:12]1[NH:13][C:14]([CH3:32])=[CH:15][C:16]=1[C:17]1[CH:22]=[CH:21][CH:20]=[C:19]([C:23]2[CH:28]=[CH:27][C:26]([O:7][CH2:6][CH2:5][N:4]([CH3:8])[CH3:3])=[C:25]([CH3:30])[C:24]=2[CH3:31])[N:18]=1. The yield is 0.720. (4) The reactants are Br[C:2]1[CH:7]=[C:6]([CH3:8])[C:5]([CH3:9])=[CH:4][C:3]=1Br.[NH2:11][C:12]1[CH:17]=[CH:16][C:15]([C:18]2[CH:23]=[CH:22][CH:21]=[CH:20][CH:19]=2)=[CH:14][CH:13]=1. No catalyst specified. The product is [CH3:9][C:5]1[CH:4]=[C:3]([NH:11][C:12]2[CH:13]=[CH:14][C:15]([C:18]3[CH:23]=[CH:22][CH:21]=[CH:20][CH:19]=3)=[CH:16][CH:17]=2)[C:2]([NH:11][C:12]2[CH:13]=[CH:14][C:15]([C:18]3[CH:23]=[CH:22][CH:21]=[CH:20][CH:19]=3)=[CH:16][CH:17]=2)=[CH:7][C:6]=1[CH3:8]. The yield is 0.760.